From a dataset of Experimentally validated miRNA-target interactions with 360,000+ pairs, plus equal number of negative samples. Binary Classification. Given a miRNA mature sequence and a target amino acid sequence, predict their likelihood of interaction. (1) The miRNA is mmu-miR-466m-3p with sequence UACAUACACACAUACACACGCA. The protein sequence of the target gene is MSGDAAAEQAAEYVPEKVKKAEKKLEENPYDLDAWSILIREAQNQPIDKARKTYERLVAQFPSSGRFWKLYIEAEIKAKNYDKVEKLFQRCLMKVLHIDLWKCYLSYVRETKGKLPSYKEKMAQAYDFALDKIGMEIMSYQIWVDYINFLKGVEAVGSYAENQRITAVRRVYQRGCVNPMINIEQLWRDYNKYEEGINIHLAKKMIEDRSRDYMNARRVAKEYETVMKGLDRNAPSVPPQNTPQEAQQVDMWKKYIQWEKSNPLRTEDQTLITKRVMFAYEQCLLVLGHHPDIWYEAAQY.... Result: 1 (interaction). (2) The miRNA is hsa-miR-26a-5p with sequence UUCAAGUAAUCCAGGAUAGGCU. The protein sequence of the target gene is MGFHLITQLKGMSVVLVLLPTLLLVMLTGAQRACPKNCRCDGKIVYCESHAFADIPENISGGSQGLSLRFNSIQKLKSNQFAGLNQLIWLYLDHNYISSVDEDAFQGIRRLKELILSSNKITYLHNKTFHPVPNLRNLDLSYNKLQTLQSEQFKGLRKLIILHLRSNSLKTVPIRVFQDCRNLDFLDLGYNRLRSLSRNAFAGLLKLKELHLEHNQFSKINFAHFPRLFNLRSIYLQWNRIRSISQGLTWTWSSLHNLDLSGNDIQGIEPGTFKCLPNLQKLNLDSNKLTNISQETVNAW.... Result: 1 (interaction).